Dataset: Experimentally validated miRNA-target interactions with 360,000+ pairs, plus equal number of negative samples. Task: Binary Classification. Given a miRNA mature sequence and a target amino acid sequence, predict their likelihood of interaction. (1) The miRNA is hsa-miR-6888-5p with sequence AAGGAGAUGCUCAGGCAGAU. The protein sequence of the target gene is MLSRLMSGSSRSLEREYSCTVRLLDDSEYTCTIQRDAKGQYLFDLLCHHLNLLEKDYFGIRFVDPDKQRHWLEFTKSVVKQLRSQPPFTMCFRVKFYPADPAALKEEITRYLVFLQIKRDLYHGRLLCKTSDAALLAAYILQAEIGDYDPGKHPEGYSSKFQFFPKHSEKLEKKIAEIHKTELSGQTPATSELNFLRKAQTLETYGVDPHPCKDVSGNAAFLAFTPFGFVVLQGNKRVHFIKWNEVTKLKFEGKTFYLYVSQKEEKKIILTYFAPTPEACKHLWKCGIENQAFYKLEKSS.... Result: 0 (no interaction). (2) The protein sequence of the target gene is MQALVLLLWTGALLGHGSSQNVPSSSEGSPVPDSTGEPVEEEDPFFKVPVNKLAAAVSNFGYDLYRLRSSASPTGNVLLSPLSVATALSALSLGAEHRTESVIHRALYYDLITNPDIHSTYKELLASVTAPEKNLKSASRIVFERKLRVKSSFVAPLEKSYGTRPRILTGNPRVDLQEINNWVQAQMKGKIARSTREMPSALSILLLGVAYFKGQWVTKFDSRKTTLQDFHLDEDRTVRVPMMSDPKAILRYGLDSDLNCKIAQLPLTGSMSIIFFLPLTVTQNLTMIEESLTSEFIHDI.... The miRNA is hsa-miR-548au-3p with sequence UGGCAGUUACUUUUGCACCAG. Result: 0 (no interaction). (3) The miRNA is hsa-miR-92a-3p with sequence UAUUGCACUUGUCCCGGCCUGU. The protein sequence of the target gene is MSGCRVFIGRLNPAAREKDVERFFKGYGRIRDIDLKRGFGFVEFEDPRDADDAVYELDGKELCSERVTIEHARARSRGGRGRGRYSDRFSSRRPRNDRRNAPPVRTENRLIVENLSSRVSWQDLKDFMRQAGEVTFADAHRPKLNEGVVEFASYGDLKNAIEKLSGKEINGRKIKLIEGSKRHSRSRSRSRSRTRSSSRSRSRSRSRSRKSYSRSRSRSRSRSRSKSRSVSRSPVPEKSQKRGSSSRSKSPASVDRQRSRSRSRSRSVDSGN. Result: 1 (interaction). (4) The miRNA is hsa-miR-4744 with sequence UCUAAAGACUAGACUUCGCUAUG. The protein sequence of the target gene is MVGTCHSMAASRSTRVTRSTVGLNGLDESFCGRTLRNRSIAHPEEISSHSQVRSRSPKKRAEPVPTQKGTNNGRTSDVRQQSARDSWVSPRKRRLSSSEKDDLERQALESCERRQAEPAPPVFKNIKRCLRAEATNSSEEDSPVKPDKEPGEHRRIVVDHDADFQGAKRACRCLILDDCEKREVKKVNVSEEGPLNAAVVEEITGYLTVNGVDDSDSAVINCDDCQPDGNTKQNNPGSCVLQEESVAGDGDSETQTSVFCGSRKEDSCIDHFVPCTKSDVQVKLEDHKLVTACLPVERRN.... Result: 0 (no interaction). (5) The protein sequence of the target gene is MISPAWSLFLIGTKIGLFFQVAPLSVVAKSCPSVCRCDAGFIYCNDRSLTSIPVGIPEDATTLYLQNNQINNVGIPSDLKNLLKVQRIYLYHNSLDEFPTNLPKYVKELHLQENNIRTITYDSLSKIPYLEELHLDDNSVSAVSIEEGAFRDSNYLRLLFLSRNHLSTIPGGLPRTIEELRLDDNRISTISSPSLHGLTSLKRLVLDGNLLNNHGLGDKVFFNLVNLTELSLVRNSLTAAPVNLPGTSLRKLYLQDNHINRVPPNAFSYLRQLYRLDMSNNNLSNLPQGIFDDLDNITQL.... Result: 0 (no interaction). The miRNA is mmu-miR-6996-5p with sequence UGCACAGGACAGAGCACAGUC. (6) The miRNA is hsa-miR-299-3p with sequence UAUGUGGGAUGGUAAACCGCUU. The protein sequence of the target gene is MDEEPERTKRWEGGYERTWEILKEDETGSLKATIEDILFKAKRKRVFEHHGQVRLGMMRHLYVVVDGSRTMEDQDLKPNRLTCTLKLLEYFVEEYFDQNPISQIGIIVTKSKRAEKLTELSGNPRKHITSLKKAVDMTCHGEPSLYNSLSMAMQTLKHMPGHTSREVLIIFSSLTTCDPSNIYDLIKTLKTAKIRVSVIGLSAEVRVCTVLARETGGTYHVILDETHYKELLAHHVSPPPASSSSECSLIRMGFPQHTIASLSDQDAKPSFSMAHLDNNSTEPGLTLGGYFCPQCRAKYC.... Result: 0 (no interaction). (7) The miRNA is mmu-miR-28c with sequence AGGAGCUCACAGUCUAUUGA. The protein sequence of the target gene is MEEEQDLPEQPVKKAKMQESGEQTISQVSNPDVSDQKPETSSLASNLPMSEEIMTCTDYIPRSSNDYTSQMYSAKPYAHILSVPVSETAYPGQTQYQTLQQTQPYAVYPQATQTYGLPPFGALWPGMKPESGLIQTPSPSQHSVLTCTTGLTTSQPSPAHYSYPIQASSTNASLISTSSTIANIPAAAVASISNQDYPTYTILGQNQYQACYPSSSFGVTGQTNSDAESTTLAATTYQSEKPSVMAPAPAAQRLSSGDPSTSPSLSQTTPSKDTDDQSRKNMTSKNRGKRKADATSSQDS.... Result: 0 (no interaction). (8) The miRNA is hsa-miR-606 with sequence AAACUACUGAAAAUCAAAGAU. The protein sequence of the target gene is MTDTPETLSGTECNGDRPPENGQQPSSQTRQETTDADETQAYYKVEPSLEDLPAKENQEETGNTKGNILPKGPEDEKILNENPEENLFVVHQAIKDLSLQEISAEDMAFREGHPWKKIPPNSSNLEVSRQKERTAQQQLEQRGDASTTEIEWLGFQKSRPVDILHSKCDEEEEEEEEVWNEEINEEDVDECAEEEDEVRVIEFKRKHREGSPLKEESLAREDSPLGSPGSQPGTPDEQPVFGKKGDIARNSYSRYNTISYRKIRKGNTKQRIDEFESMMHL. Result: 0 (no interaction).